This data is from Forward reaction prediction with 1.9M reactions from USPTO patents (1976-2016). The task is: Predict the product of the given reaction. (1) Given the reactants [CH2:1]([O:3][C:4](=[O:24])[C@H:5]([OH:23])[CH2:6][C@H:7]([NH2:22])[CH2:8][C:9]1[CH:14]=[CH:13][C:12]([C:15]2[CH:20]=[CH:19][CH:18]=[C:17]([Cl:21])[CH:16]=2)=[CH:11][CH:10]=1)[CH3:2].C(O)[C:26]1[CH:31]=[CH:30][CH:29]=[CH:28]C=1.Cl.O1CCOCC1.[OH:40][C:41]1[N:45]([CH3:46])[N:44]=[C:43]([C:47](O)=[O:48])[CH:42]=1.CN(C(ON1N=NC2C=CC=NC1=2)=[N+](C)C)C.F[P-](F)(F)(F)(F)F.CN(C=O)C.CCN(C(C)C)C(C)C, predict the reaction product. The product is: [CH2:1]([O:3][C:4](=[O:24])[C@H:5]([OH:23])[CH2:6][C@H:7]([NH:22][C:47]([C:43]1[CH:42]=[C:41]([OH:40])[N:45]([CH3:46])[N:44]=1)=[O:48])[CH2:8][C:9]1[CH:14]=[CH:13][C:12]([C:15]2[CH:20]=[CH:19][CH:18]=[C:17]([Cl:21])[CH:16]=2)=[CH:11][CH:10]=1)[C:2]1[CH:28]=[CH:29][CH:30]=[CH:31][CH:26]=1. (2) Given the reactants Br[C:2]1[CH:7]=[CH:6][N:5]2[C:8]([C:11]3[CH:16]=[CH:15][C:14]([F:17])=[CH:13][CH:12]=3)=[N:9][CH:10]=[C:4]2[CH:3]=1.C([Li])CCC.[CH3:23][C:24]1([CH3:45])[O:28][CH:27]([CH2:29][N:30]2[C:38]3[C:33](=[CH:34][CH:35]=[CH:36][CH:37]=3)[C:32]([C:39](=[O:44])[C:40]([F:43])([F:42])[F:41])=[CH:31]2)[CH2:26][O:25]1, predict the reaction product. The product is: [CH3:23][C:24]1([CH3:45])[O:28][CH:27]([CH2:29][N:30]2[C:38]3[C:33](=[CH:34][CH:35]=[CH:36][CH:37]=3)[C:32]([C:39]([C:2]3[CH:7]=[CH:6][N:5]4[C:8]([C:11]5[CH:16]=[CH:15][C:14]([F:17])=[CH:13][CH:12]=5)=[N:9][CH:10]=[C:4]4[CH:3]=3)([OH:44])[C:40]([F:43])([F:42])[F:41])=[CH:31]2)[CH2:26][O:25]1. (3) The product is: [CH2:24]([C:26]1[CH:31]=[CH:30][CH:29]=[CH:28][C:27]=1[C:2]1[CH:23]=[CH:22][C:5]2[C:6]3[N:7]([CH:11]=[C:12]([C:14]4[N:18]([CH:19]([CH3:21])[CH3:20])[N:17]=[CH:16][N:15]=4)[N:13]=3)[CH2:8][CH2:9][O:10][C:4]=2[CH:3]=1)[CH3:25]. Given the reactants Br[C:2]1[CH:23]=[CH:22][C:5]2[C:6]3[N:7]([CH:11]=[C:12]([C:14]4[N:18]([CH:19]([CH3:21])[CH3:20])[N:17]=[CH:16][N:15]=4)[N:13]=3)[CH2:8][CH2:9][O:10][C:4]=2[CH:3]=1.[CH2:24]([C:26]1[CH:31]=[CH:30][CH:29]=[CH:28][C:27]=1B(O)O)[CH3:25], predict the reaction product. (4) Given the reactants [CH3:1][C:2]1([CH3:18])[C:6]([CH3:8])([CH3:7])[O:5][B:4]([C:9]2[CH:17]=[CH:16][C:12]([C:13]([OH:15])=O)=[CH:11][CH:10]=2)[O:3]1.[Si:19]([O:26][C@@H:27]1[CH2:31][CH2:30][NH:29][CH2:28]1)([C:22]([CH3:25])([CH3:24])[CH3:23])([CH3:21])[CH3:20], predict the reaction product. The product is: [Si:19]([O:26][C@@H:27]1[CH2:31][CH2:30][N:29]([C:13]([C:12]2[CH:11]=[CH:10][C:9]([B:4]3[O:5][C:6]([CH3:7])([CH3:8])[C:2]([CH3:1])([CH3:18])[O:3]3)=[CH:17][CH:16]=2)=[O:15])[CH2:28]1)([C:22]([CH3:25])([CH3:24])[CH3:23])([CH3:21])[CH3:20]. (5) Given the reactants I[C:2]1[CH:12]=[CH:11][C:5]([O:6][CH2:7][CH2:8][CH2:9][OH:10])=[CH:4][CH:3]=1.[B:13]1([B:13]2[O:17][C:16]([CH3:19])([CH3:18])[C:15]([CH3:21])([CH3:20])[O:14]2)[O:17][C:16]([CH3:19])([CH3:18])[C:15]([CH3:21])([CH3:20])[O:14]1.C([O-])(=O)C.[K+], predict the reaction product. The product is: [CH3:20][C:15]1([CH3:21])[C:16]([CH3:19])([CH3:18])[O:17][B:13]([C:2]2[CH:12]=[CH:11][C:5]([O:6][CH2:7][CH2:8][CH2:9][OH:10])=[CH:4][CH:3]=2)[O:14]1. (6) Given the reactants [CH:1]1([C:7]2[CH:14]=[CH:13][C:10]([CH:11]=O)=[CH:9][CH:8]=2)[CH2:6][CH2:5][CH2:4][CH2:3][CH2:2]1.[C:15]12([NH2:25])[CH2:24][CH:19]3[CH2:20][CH:21]([CH2:23][CH:17]([CH2:18]3)[CH2:16]1)[CH2:22]2, predict the reaction product. The product is: [C:15]12([NH:25][CH2:11][C:10]3[CH:13]=[CH:14][C:7]([CH:1]4[CH2:6][CH2:5][CH2:4][CH2:3][CH2:2]4)=[CH:8][CH:9]=3)[CH2:22][CH:21]3[CH2:20][CH:19]([CH2:18][CH:17]([CH2:23]3)[CH2:16]1)[CH2:24]2. (7) Given the reactants [C:1]([O:5][C:6](=[O:35])[NH:7][C:8]1[CH2:13][NH:12][CH2:11][C:10]([C:17]2[CH:22]=[C:21]([NH:23][C:24]([C:26]3[C:31]([CH3:32])=[CH:30][C:29]([Br:33])=[CH:28][N:27]=3)=[O:25])[CH:20]=[CH:19][C:18]=2[F:34])([CH:14]([F:16])[F:15])[N:9]=1)([CH3:4])([CH3:3])[CH3:2].[C:36](OC(=O)C)(=[O:38])[CH3:37].N1C=CC=CC=1, predict the reaction product. The product is: [C:1]([O:5][C:6](=[O:35])[NH:7][C:8]1[CH2:13][N:12]([C:36](=[O:38])[CH3:37])[CH2:11][C:10]([C:17]2[CH:22]=[C:21]([NH:23][C:24]([C:26]3[C:31]([CH3:32])=[CH:30][C:29]([Br:33])=[CH:28][N:27]=3)=[O:25])[CH:20]=[CH:19][C:18]=2[F:34])([CH:14]([F:15])[F:16])[N:9]=1)([CH3:4])([CH3:2])[CH3:3]. (8) Given the reactants [CH3:1][C:2]1([CH3:19])[O:7][CH2:6][C:5]([C:12]2[CH:17]=[CH:16][C:15]([CH3:18])=[CH:14][N:13]=2)([C:8]([O:10]C)=[O:9])[CH2:4][O:3]1.C1COCC1.[OH-].[Na+:26], predict the reaction product. The product is: [CH3:1][C:2]1([CH3:19])[O:7][CH2:6][C:5]([C:12]2[CH:17]=[CH:16][C:15]([CH3:18])=[CH:14][N:13]=2)([C:8]([O-:10])=[O:9])[CH2:4][O:3]1.[Na+:26].